Dataset: Full USPTO retrosynthesis dataset with 1.9M reactions from patents (1976-2016). Task: Predict the reactants needed to synthesize the given product. (1) Given the product [CH3:18][C@H:17]([NH:19][C:20](=[O:26])[O:21][C:22]([CH3:24])([CH3:23])[CH3:25])[CH2:16][O:15][CH:12]1[CH2:11][CH2:10][N:9]([C:7]2[O:8][C:4]3[CH:3]=[C:2]([O:1][CH2:36][CH:37]([CH3:39])[CH3:38])[CH:28]=[CH:27][C:5]=3[N:6]=2)[CH2:14][CH2:13]1, predict the reactants needed to synthesize it. The reactants are: [OH:1][C:2]1[CH:28]=[CH:27][C:5]2[N:6]=[C:7]([N:9]3[CH2:14][CH2:13][CH:12]([O:15][CH2:16][C@@H:17]([NH:19][C:20](=[O:26])[O:21][C:22]([CH3:25])([CH3:24])[CH3:23])[CH3:18])[CH2:11][CH2:10]3)[O:8][C:4]=2[CH:3]=1.C(=O)([O-])[O-].[K+].[K+].I[CH2:36][CH:37]([CH3:39])[CH3:38]. (2) Given the product [CH2:11]([NH:18][C:36](=[O:37])[CH:35]=[C:32]1[CH2:31][CH2:30][C:29]([N:28]([CH3:45])[CH3:27])([C:39]2[CH:40]=[CH:41][CH:42]=[CH:43][CH:44]=2)[CH2:34][CH2:33]1)[C:12]1[CH:17]=[CH:16][CH:15]=[CH:14][CH:13]=1, predict the reactants needed to synthesize it. The reactants are: ON1C2C=CC=CC=2N=N1.[CH2:11]([NH2:18])[C:12]1[CH:17]=[CH:16][CH:15]=[CH:14][CH:13]=1.CN1CCOCC1.Cl.[CH3:27][N:28]([CH3:45])[C:29]1([C:39]2[CH:44]=[CH:43][CH:42]=[CH:41][CH:40]=2)[CH2:34][CH2:33][C:32](=[CH:35][C:36](O)=[O:37])[CH2:31][CH2:30]1.C1(N=C=NC2CCCCC2)CCCCC1.[OH-].[Na+]. (3) Given the product [OH:1][C:2]1[CH:3]=[C:4]([NH:8][C:9]2[N:14]=[C:13]([NH:15][C:16]3[CH:21]=[CH:20][CH:19]=[C:18]([OH:22])[CH:17]=3)[C:12]([C:32]([F:35])([F:34])[F:33])=[CH:11][N:10]=2)[CH:5]=[CH:6][CH:7]=1, predict the reactants needed to synthesize it. The reactants are: [OH:1][C:2]1[CH:3]=[C:4]([NH:8][C:9]2[N:14]=[C:13]([NH:15][C:16]3[CH:21]=[CH:20][CH:19]=[C:18]([OH:22])[CH:17]=3)[C:12](F)=[CH:11][N:10]=2)[CH:5]=[CH:6][CH:7]=1.ClC1N=C(Cl)C([C:32]([F:35])([F:34])[F:33])=CN=1.NC1C=C(O)C=CC=1. (4) Given the product [Si:34]([O:33][CH2:32][CH2:31][N:10]([CH2:9][CH2:8][N:5]1[CH2:6][CH2:7][S:2](=[O:1])(=[O:23])[CH2:3][CH2:4]1)[S:11]([C:14]1[CH:19]=[CH:18][CH:17]=[CH:16][C:15]=1[N+:20]([O-:22])=[O:21])(=[O:12])=[O:13])([C:37]([CH3:40])([CH3:39])[CH3:38])([CH3:36])[CH3:35], predict the reactants needed to synthesize it. The reactants are: [O:1]=[S:2]1(=[O:23])[CH2:7][CH2:6][N:5]([CH2:8][CH2:9][NH:10][S:11]([C:14]2[CH:19]=[CH:18][CH:17]=[CH:16][C:15]=2[N+:20]([O-:22])=[O:21])(=[O:13])=[O:12])[CH2:4][CH2:3]1.C(=O)([O-])[O-].[Cs+].[Cs+].Br[CH2:31][CH2:32][O:33][Si:34]([C:37]([CH3:40])([CH3:39])[CH3:38])([CH3:36])[CH3:35].C(OCC)(=O)C. (5) Given the product [O:44]1[CH:2]=[N:1][N:3]=[C:42]1[C:38]1[S:39][CH:40]=[CH:41][C:37]=1[NH:36][C:34](=[O:35])[CH2:33][C:23]1[C:32]2[C:27](=[CH:28][CH:29]=[CH:30][CH:31]=2)[CH:26]=[CH:25][CH:24]=1, predict the reactants needed to synthesize it. The reactants are: [N+:1]([N:3]=P(C1C=CC=CC=1)(C1C=CC=CC=1)C1C=CC=CC=1)#[C-:2].[C:23]1([CH2:33][C:34]([NH:36][C:37]2[CH:41]=[CH:40][S:39][C:38]=2[C:42]([OH:44])=O)=[O:35])[C:32]2[C:27](=[CH:28][CH:29]=[CH:30][CH:31]=2)[CH:26]=[CH:25][CH:24]=1. (6) Given the product [O:20]=[CH:18][C@@H:17]([C@H:12]([C@@H:14]([C@@H:36]([CH2:32][OH:35])[OH:39])[OH:16])[OH:13])[OH:1].[O:23]=[C:24]([CH2:26][N:27]([C:29](=[NH:30])[NH2:31])[CH3:28])[OH:25], predict the reactants needed to synthesize it. The reactants are: [O:1]=C(CN(C(=N)N)C)O.C(O)(=O)C[C:12]([CH2:17][C:18]([OH:20])=O)([C:14]([OH:16])=O)[OH:13].[O:23]=[C:24]([CH2:26][N:27]([C:29](=[NH:31])[NH2:30])[CH3:28])[OH:25].[C:32](=[O:35])([O-])[O-].[C:36](=[O:39])(O)[O-]. (7) Given the product [C:11]([C:7]1[CH:8]=[C:9]([Cl:18])[CH:10]=[C:5]([C:1]([CH3:4])([CH3:3])[CH3:2])[C:6]=1[OH:15])([CH3:14])([CH3:13])[CH3:12], predict the reactants needed to synthesize it. The reactants are: [C:1]([C:5]1[CH:10]=[CH:9][CH:8]=[C:7]([C:11]([CH3:14])([CH3:13])[CH3:12])[C:6]=1[OH:15])([CH3:4])([CH3:3])[CH3:2].C=O.[ClH:18].